This data is from NCI-60 drug combinations with 297,098 pairs across 59 cell lines. The task is: Regression. Given two drug SMILES strings and cell line genomic features, predict the synergy score measuring deviation from expected non-interaction effect. (1) Drug 1: C1=NC2=C(N=C(N=C2N1C3C(C(C(O3)CO)O)O)F)N. Drug 2: C1=NC(=NC(=O)N1C2C(C(C(O2)CO)O)O)N. Cell line: UO-31. Synergy scores: CSS=37.2, Synergy_ZIP=-4.78, Synergy_Bliss=1.77, Synergy_Loewe=-9.03, Synergy_HSA=2.25. (2) Drug 1: CC1=C(C=C(C=C1)C(=O)NC2=CC(=CC(=C2)C(F)(F)F)N3C=C(N=C3)C)NC4=NC=CC(=N4)C5=CN=CC=C5. Drug 2: CC1=C(C(=O)C2=C(C1=O)N3CC4C(C3(C2COC(=O)N)OC)N4)N. Cell line: HCC-2998. Synergy scores: CSS=28.8, Synergy_ZIP=-3.91, Synergy_Bliss=-1.43, Synergy_Loewe=-0.132, Synergy_HSA=2.95. (3) Drug 1: CC12CCC3C(C1CCC2O)C(CC4=C3C=CC(=C4)O)CCCCCCCCCS(=O)CCCC(C(F)(F)F)(F)F. Drug 2: C1CC(=O)NC(=O)C1N2C(=O)C3=CC=CC=C3C2=O. Cell line: SF-268. Synergy scores: CSS=-1.18, Synergy_ZIP=0.896, Synergy_Bliss=1.22, Synergy_Loewe=-1.24, Synergy_HSA=-1.05. (4) Drug 1: CC1=CC=C(C=C1)C2=CC(=NN2C3=CC=C(C=C3)S(=O)(=O)N)C(F)(F)F. Drug 2: CC(C)CN1C=NC2=C1C3=CC=CC=C3N=C2N. Cell line: SF-539. Synergy scores: CSS=-0.344, Synergy_ZIP=-3.91, Synergy_Bliss=-9.36, Synergy_Loewe=-1.55, Synergy_HSA=-6.62. (5) Drug 1: C1=NC2=C(N=C(N=C2N1C3C(C(C(O3)CO)O)O)F)N. Drug 2: C1CCC(C(C1)N)N.C(=O)(C(=O)[O-])[O-].[Pt+4]. Cell line: OVCAR-4. Synergy scores: CSS=6.69, Synergy_ZIP=-5.65, Synergy_Bliss=1.68, Synergy_Loewe=-9.84, Synergy_HSA=1.79.